Regression. Given a peptide amino acid sequence and an MHC pseudo amino acid sequence, predict their binding affinity value. This is MHC class II binding data. From a dataset of Peptide-MHC class II binding affinity with 134,281 pairs from IEDB. (1) The peptide sequence is LVAGDLKCFGNTAVA. The MHC is DRB1_0101 with pseudo-sequence DRB1_0101. The binding affinity (normalized) is 0.683. (2) The peptide sequence is SLDISLETVAIDRPA. The MHC is DRB5_0101 with pseudo-sequence DRB5_0101. The binding affinity (normalized) is 0.266. (3) The peptide sequence is LALGFFLRKLTSREN. The MHC is DRB1_1101 with pseudo-sequence DRB1_1101. The binding affinity (normalized) is 0.975. (4) The peptide sequence is KTFEREYPTIKQKKPHHHHHH. The MHC is DRB5_0101 with pseudo-sequence DRB5_0101. The binding affinity (normalized) is 0.834.